This data is from Full USPTO retrosynthesis dataset with 1.9M reactions from patents (1976-2016). The task is: Predict the reactants needed to synthesize the given product. The reactants are: [Cl:1][C:2]1[C:3]([CH3:18])=[C:4]([NH:10][C@H:11]([C@@H:15]([OH:17])[CH3:16])[C:12]([OH:14])=O)[CH:5]=[CH:6][C:7]=1[C:8]#[N:9].Cl.[NH2:20][CH2:21][C:22]([C:24]1[CH:29]=[CH:28][CH:27]=[CH:26][CH:25]=1)=[O:23].ClC1C(CC)=C(N[C@H]([C@@H](O)C)C(NNC(=O)C2C=CC=CC=2)=O)C=CC=1C#N. Given the product [Cl:1][C:2]1[C:3]([CH3:18])=[C:4]([NH:10][C@H:11]([C@@H:15]([OH:17])[CH3:16])[C:12]([NH:20][CH2:21][C:22](=[O:23])[C:24]2[CH:29]=[CH:28][CH:27]=[CH:26][CH:25]=2)=[O:14])[CH:5]=[CH:6][C:7]=1[C:8]#[N:9], predict the reactants needed to synthesize it.